From a dataset of Reaction yield outcomes from USPTO patents with 853,638 reactions. Predict the reaction yield, written as a fraction of the theoretical maximum amount of product (1.0 means a 100% yield; for example, 0.34 means a 34% yield). The reactants are [CH:1]1([C:6]([C:8]2[CH:9]=[C:10]([CH2:23][C:24]([OH:26])=O)[CH:11]=[CH:12][C:13]=2[NH:14][C:15]([NH:17][C:18]2[S:19][CH:20]=[CH:21][N:22]=2)=[O:16])=[O:7])[CH2:5][CH2:4][CH2:3][CH2:2]1.[NH:27]1[CH2:32][CH2:31][O:30][CH2:29][CH2:28]1. No catalyst specified. The product is [CH:1]1([C:6]([C:8]2[CH:9]=[C:10]([CH2:23][C:24]([N:27]3[CH2:32][CH2:31][O:30][CH2:29][CH2:28]3)=[O:26])[CH:11]=[CH:12][C:13]=2[NH:14][C:15]([NH:17][C:18]2[S:19][CH:20]=[CH:21][N:22]=2)=[O:16])=[O:7])[CH2:2][CH2:3][CH2:4][CH2:5]1. The yield is 0.680.